Dataset: Peptide-MHC class II binding affinity with 134,281 pairs from IEDB. Task: Regression. Given a peptide amino acid sequence and an MHC pseudo amino acid sequence, predict their binding affinity value. This is MHC class II binding data. The peptide sequence is GAEVHIGNGGPCLFM. The MHC is DRB4_0101 with pseudo-sequence DRB4_0103. The binding affinity (normalized) is 0.0486.